From a dataset of Forward reaction prediction with 1.9M reactions from USPTO patents (1976-2016). Predict the product of the given reaction. (1) Given the reactants [F:1][C:2]1[CH:3]=[C:4]([NH2:17])[CH:5]=[C:6]([N:8]([CH3:16])[CH:9]2[CH2:14][CH2:13][N:12]([CH3:15])[CH2:11][CH2:10]2)[CH:7]=1.[Cl:18][C:19]1[CH:27]=[C:26]([F:28])[CH:25]=[CH:24][C:20]=1[C:21](Cl)=[O:22], predict the reaction product. The product is: [Cl:18][C:19]1[CH:27]=[C:26]([F:28])[CH:25]=[CH:24][C:20]=1[C:21]([NH:17][C:4]1[CH:5]=[C:6]([N:8]([CH3:16])[CH:9]2[CH2:10][CH2:11][N:12]([CH3:15])[CH2:13][CH2:14]2)[CH:7]=[C:2]([F:1])[CH:3]=1)=[O:22]. (2) Given the reactants CS(O[CH2:6][CH2:7][CH2:8][O:9][C:10]1[CH:15]=[CH:14][C:13]([CH:16]2[CH2:21][CH2:20][N:19]([C:22]([O-:24])=[O:23])[CH2:18][CH:17]2[O:25][CH2:26][C:27]2[CH:36]=[CH:35][C:34]3[C:29](=[CH:30][CH:31]=[CH:32][CH:33]=3)[CH:28]=2)=[CH:12][CH:11]=1)(=O)=O.[NH:37]1[CH2:42][CH2:41][O:40][CH2:39][CH2:38]1, predict the reaction product. The product is: [N:37]1([CH2:6][CH2:7][CH2:8][O:9][C:10]2[CH:15]=[CH:14][C:13]([CH:16]3[CH2:21][CH2:20][N:19]([C:22]([O:24][C:13]([CH3:16])([CH3:14])[CH3:12])=[O:23])[CH2:18][CH:17]3[O:25][CH2:26][C:27]3[CH:36]=[CH:35][C:34]4[C:29](=[CH:30][CH:31]=[CH:32][CH:33]=4)[CH:28]=3)=[CH:12][CH:11]=2)[CH2:42][CH2:41][O:40][CH2:39][CH2:38]1.